This data is from Reaction yield outcomes from USPTO patents with 853,638 reactions. The task is: Predict the reaction yield, written as a fraction of the theoretical maximum amount of product (1.0 means a 100% yield; for example, 0.34 means a 34% yield). The reactants are [H-].[Al+3].[Li+].[H-].[H-].[H-].C[O:8][C:9]([C:11]1[CH:26]=[CH:25][C:14]2[O:15][C:16]3[CH:24]=[CH:23][CH:22]=[CH:21][C:17]=3[C:18](=[O:20])[NH:19][C:13]=2[CH:12]=1)=O. The catalyst is C1COCC1. The product is [OH:8][CH2:9][C:11]1[CH:26]=[CH:25][C:14]2[O:15][C:16]3[CH:24]=[CH:23][CH:22]=[CH:21][C:17]=3[C:18](=[O:20])[NH:19][C:13]=2[CH:12]=1. The yield is 0.460.